This data is from Forward reaction prediction with 1.9M reactions from USPTO patents (1976-2016). The task is: Predict the product of the given reaction. (1) Given the reactants Cl.[N:2]1[CH:7]=[C:6]([CH:8]=[CH:9][C:10](Cl)=[O:11])[CH:5]=[N:4][CH:3]=1.[CH3:13][C:14]1[CH:20]=[CH:19][C:18]([N+:21]([O-:23])=[O:22])=[CH:17][C:15]=1[NH2:16].C(N(CC)CC)C.C(=O)([O-])[O-].[K+].[K+], predict the reaction product. The product is: [CH3:13][C:14]1[CH:20]=[CH:19][C:18]([N+:21]([O-:23])=[O:22])=[CH:17][C:15]=1[NH:16][C:10](=[O:11])[CH:9]=[CH:8][C:6]1[CH:7]=[N:2][CH:3]=[N:4][CH:5]=1. (2) Given the reactants [CH3:1][C:2]1[CH:7]=[CH:6][C:5]([C:8]2[CH:13]=[CH:12][C:11]([CH3:14])=[CH:10][CH:9]=2)=[C:4]([C:15]([NH:17][C:18]2[CH:40]=[CH:39][C:21]([O:22][CH2:23][CH2:24][C:25]3[N:30]=[C:29]([NH:31]C(=O)OC(C)(C)C)[CH:28]=[CH:27][CH:26]=3)=[CH:20][CH:19]=2)=[O:16])[CH:3]=1.FC(F)(F)C(O)=O, predict the reaction product. The product is: [NH2:31][C:29]1[N:30]=[C:25]([CH2:24][CH2:23][O:22][C:21]2[CH:20]=[CH:19][C:18]([NH:17][C:15]([C:4]3[C:5]([C:8]4[CH:13]=[CH:12][C:11]([CH3:14])=[CH:10][CH:9]=4)=[CH:6][CH:7]=[C:2]([CH3:1])[CH:3]=3)=[O:16])=[CH:40][CH:39]=2)[CH:26]=[CH:27][CH:28]=1. (3) Given the reactants [Br:1][C:2]1[C:3](F)=[C:4]([CH:7]=[CH:8][CH:9]=1)[CH:5]=[O:6].C(=O)([O-])[O-].[K+].[K+].[CH3:17][C:18]([SH:21])([CH3:20])[CH3:19].O, predict the reaction product. The product is: [Br:1][C:2]1[C:3]([S:21][C:18]([CH3:20])([CH3:19])[CH3:17])=[C:4]([CH:7]=[CH:8][CH:9]=1)[CH:5]=[O:6].